This data is from Full USPTO retrosynthesis dataset with 1.9M reactions from patents (1976-2016). The task is: Predict the reactants needed to synthesize the given product. Given the product [F:9][C:10]1[CH:15]=[CH:14][C:13]([OH:16])=[C:12]([I:1])[CH:11]=1, predict the reactants needed to synthesize it. The reactants are: [I:1]N1C(=O)CCC1=O.[F:9][C:10]1[CH:15]=[CH:14][C:13]([OH:16])=[CH:12][CH:11]=1.C(O)(=O)C.S(=O)(=O)(O)O.